From a dataset of Forward reaction prediction with 1.9M reactions from USPTO patents (1976-2016). Predict the product of the given reaction. Given the reactants [CH3:1][C:2]1([CH3:25])[CH2:11][CH2:10][C:9]([CH3:13])([CH3:12])[C:8]2[CH:7]=[C:6]([C:14]3[S:18][C:17]([CH:19]4[CH2:24][CH2:23][NH:22][CH2:21][CH2:20]4)=[N:16][N:15]=3)[CH:5]=[CH:4][C:3]1=2.[OH:26][CH2:27][CH2:28][CH2:29][CH2:30][CH:31]=O, predict the reaction product. The product is: [CH3:1][C:2]1([CH3:25])[CH2:11][CH2:10][C:9]([CH3:12])([CH3:13])[C:8]2[CH:7]=[C:6]([C:14]3[S:18][C:17]([CH:19]4[CH2:24][CH2:23][N:22]([CH2:31][CH2:30][CH2:29][CH2:28][CH2:27][OH:26])[CH2:21][CH2:20]4)=[N:16][N:15]=3)[CH:5]=[CH:4][C:3]1=2.